Regression. Given a peptide amino acid sequence and an MHC pseudo amino acid sequence, predict their binding affinity value. This is MHC class I binding data. From a dataset of Peptide-MHC class I binding affinity with 185,985 pairs from IEDB/IMGT. The peptide sequence is ISLEAGQRF. The MHC is HLA-B44:02 with pseudo-sequence HLA-B44:02. The binding affinity (normalized) is 0.0847.